This data is from Catalyst prediction with 721,799 reactions and 888 catalyst types from USPTO. The task is: Predict which catalyst facilitates the given reaction. (1) Reactant: [Cu]C#N.[C:4]([Mg]Cl)([CH3:7])([CH3:6])[CH3:5].[C:10]1([C:23]2[CH:28]=[CH:27][CH:26]=[CH:25][CH:24]=2)[CH:15]=[CH:14][CH:13]=[C:12]([C:16]2[CH:21]=[CH:20][C:19](Br)=[CH:18][N:17]=2)[CH:11]=1.[OH-].[NH4+]. Product: [C:10]1([C:23]2[CH:28]=[CH:27][CH:26]=[CH:25][CH:24]=2)[CH:15]=[CH:14][CH:13]=[C:12]([C:16]2[CH:21]=[CH:20][C:19]([C:4]([CH3:7])([CH3:6])[CH3:5])=[CH:18][N:17]=2)[CH:11]=1. The catalyst class is: 1. (2) Reactant: [F:1][C:2]1([F:16])[CH2:5][CH:4]([C:6]([O:8][CH2:9][C:10]2[CH:15]=[CH:14][CH:13]=[CH:12][CH:11]=2)=[O:7])[CH2:3]1.[CH2:17](I)[CH3:18].C[Si]([N-][Si](C)(C)C)(C)C.[K+]. Product: [CH2:17]([C:4]1([C:6]([O:8][CH2:9][C:10]2[CH:15]=[CH:14][CH:13]=[CH:12][CH:11]=2)=[O:7])[CH2:3][C:2]([F:16])([F:1])[CH2:5]1)[CH3:18]. The catalyst class is: 1. (3) Reactant: [Cl:1][C:2]1[CH:7]=[CH:6][C:5](/[CH:8]=[CH:9]/[C:10]([C:12]2[CH:13]=[N:14][C:15]([O:18]C)=[CH:16][CH:17]=2)=[O:11])=[C:4]([F:20])[CH:3]=1.Cl. Product: [Cl:1][C:2]1[CH:7]=[CH:6][C:5](/[CH:8]=[CH:9]/[C:10]([C:12]2[CH:17]=[CH:16][C:15](=[O:18])[NH:14][CH:13]=2)=[O:11])=[C:4]([F:20])[CH:3]=1. The catalyst class is: 12. (4) Reactant: [F:1][C:2]1[N:12]=[CH:11][C:10]2[C:9](=[O:13])[N:8]3[CH2:14][C@H:15]([C:18]([O:20]C)=[O:19])[CH2:16][CH2:17][C@H:7]3[CH2:6][CH2:5][C:4]=2[CH:3]=1.[OH-].[Na+].Cl. Product: [F:1][C:2]1[N:12]=[CH:11][C:10]2[C:9](=[O:13])[N:8]3[CH2:14][C@H:15]([C:18]([OH:20])=[O:19])[CH2:16][CH2:17][C@H:7]3[CH2:6][CH2:5][C:4]=2[CH:3]=1. The catalyst class is: 5. (5) Reactant: C([O:3][C:4](=O)[CH2:5][CH:6]([N:8]1[CH:12]=[N:11][N:10]=[C:9]1[C:13]1[C:18]([NH:19][S:20]([C:23]2[CH:28]=[CH:27][C:26]([Cl:29])=[C:25]([C:30]([F:33])([F:32])[F:31])[CH:24]=2)(=[O:22])=[O:21])=[CH:17][C:16]([Cl:34])=[CH:15][N:14]=1)[CH3:7])C.[BH4-].[Li+].C1COCC1.Cl. Product: [Cl:29][C:26]1[CH:27]=[CH:28][C:23]([S:20]([NH:19][C:18]2[C:13]([C:9]3[N:8]([CH:6]([CH3:7])[CH2:5][CH2:4][OH:3])[CH:12]=[N:11][N:10]=3)=[N:14][CH:15]=[C:16]([Cl:34])[CH:17]=2)(=[O:21])=[O:22])=[CH:24][C:25]=1[C:30]([F:32])([F:31])[F:33]. The catalyst class is: 5. (6) The catalyst class is: 788. Reactant: [C:1]([C:5]1[CH:9]=[CH:8][C-:7]([C:10](=O)[CH3:11])[C:6]=1[C:13]([CH3:16])([CH3:15])[CH3:14])([CH3:4])([CH3:3])[CH3:2].[C:17]([C-:20]1[CH:24]=[CH:23][CH:22]=[CH:21]1)(=O)[CH3:18].[Fe+2:25].[Al+3].[Cl-].[Cl-].[Cl-].[H-].[H-].[H-].[H-].[Li+].[Al+3]. Product: [C:1]([C:5]1[CH:9]=[CH:8][C-:7]([CH2:10][CH3:11])[C:6]=1[C:13]([CH3:14])([CH3:16])[CH3:15])([CH3:4])([CH3:3])[CH3:2].[CH2:17]([C-:20]1[CH:24]=[CH:23][CH:22]=[CH:21]1)[CH3:18].[Fe+2:25]. (7) The catalyst class is: 1. Product: [F:36][C:2]1([F:1])[CH2:3][CH2:4][CH:5]([CH2:8][C:9]2[C:17]3[C:12](=[N:13][CH:14]=[C:15]([C:18]4[C:19]([CH3:24])=[N:20][O:21][C:22]=4[CH3:23])[CH:16]=3)[N:11]([C:25]3[N:30]=[CH:29][C:28]([C:31]([OH:33])=[O:32])=[CH:27][CH:26]=3)[CH:10]=2)[CH2:6][CH2:7]1. Reactant: [F:1][C:2]1([F:36])[CH2:7][CH2:6][CH:5]([CH2:8][C:9]2[C:17]3[C:12](=[N:13][CH:14]=[C:15]([C:18]4[C:19]([CH3:24])=[N:20][O:21][C:22]=4[CH3:23])[CH:16]=3)[N:11]([C:25]3[N:30]=[CH:29][C:28]([C:31]([O:33]CC)=[O:32])=[CH:27][CH:26]=3)[CH:10]=2)[CH2:4][CH2:3]1.[OH-].[Li+].O.